This data is from Forward reaction prediction with 1.9M reactions from USPTO patents (1976-2016). The task is: Predict the product of the given reaction. (1) Given the reactants F[C:2]1[CH:7]=[CH:6][C:5]([N+:8]([O-:10])=[O:9])=[C:4]([O:11][CH3:12])[CH:3]=1.CC(C)([O-])C.[K+].O1CCCC1.[C:24]([CH2:26][C:27]([O:29][C:30]([CH3:33])([CH3:32])[CH3:31])=[O:28])#[N:25].C(O)(=O)C, predict the reaction product. The product is: [C:30]([O:29][C:27](=[O:28])[CH:26]([C:24]#[N:25])[C:2]1[CH:7]=[CH:6][C:5]([N+:8]([O-:10])=[O:9])=[C:4]([O:11][CH3:12])[CH:3]=1)([CH3:33])([CH3:32])[CH3:31]. (2) Given the reactants [F:1][C:2]1[CH:10]=[C:9]([N:11]2[C:15]3[CH2:16][CH2:17][O:18][CH2:19][C:14]=3[C:13]([C:20]([F:23])([F:22])[F:21])=[N:12]2)[CH:8]=[CH:7][C:3]=1[C:4](O)=[O:5].Cl.[NH:25]1[CH2:28][CH:27]([OH:29])[CH2:26]1.C(N(CC)C(C)C)(C)C.CN(C(ON1N=NC2C=CC=NC1=2)=[N+](C)C)C.F[P-](F)(F)(F)(F)F, predict the reaction product. The product is: [F:1][C:2]1[CH:10]=[C:9]([N:11]2[C:15]3[CH2:16][CH2:17][O:18][CH2:19][C:14]=3[C:13]([C:20]([F:23])([F:22])[F:21])=[N:12]2)[CH:8]=[CH:7][C:3]=1[C:4]([N:25]1[CH2:28][CH:27]([OH:29])[CH2:26]1)=[O:5]. (3) Given the reactants C[O:2][C:3](=[O:25])[CH:4]([C:11]1[CH:16]=[CH:15][C:14]([S:17]([CH3:20])(=[O:19])=[O:18])=[C:13]([S:21]([CH3:24])(=[O:23])=[O:22])[CH:12]=1)[CH2:5][CH:6]1[CH2:10][CH2:9][CH2:8][CH2:7]1.[OH-].[Li+], predict the reaction product. The product is: [CH3:24][S:21]([C:13]1[CH:12]=[C:11]([CH:4]([CH2:5][CH:6]2[CH2:7][CH2:8][CH2:9][CH2:10]2)[C:3]([OH:25])=[O:2])[CH:16]=[CH:15][C:14]=1[S:17]([CH3:20])(=[O:19])=[O:18])(=[O:23])=[O:22]. (4) Given the reactants [CH2:1]([O:8][C:9]1[CH:14]=[CH:13][N:12]([CH2:15][CH2:16][C:17]([CH3:25])([S:21]([CH3:24])(=[O:23])=[O:22])[C:18](O)=[O:19])[C:11](=[O:26])[CH:10]=1)[C:2]1[CH:7]=[CH:6][CH:5]=[CH:4][CH:3]=1.Cl.CN(C)CCCN=C=NCC.O.ON1C2C=CC=CC=2N=N1.C(N(CC)CC)C.[O:57]1[CH2:62][CH2:61][CH2:60][CH2:59][CH:58]1[O:63][NH2:64], predict the reaction product. The product is: [CH2:1]([O:8][C:9]1[CH:14]=[CH:13][N:12]([CH2:15][CH2:16][C:17]([CH3:25])([S:21]([CH3:24])(=[O:22])=[O:23])[C:18]([NH:64][O:63][CH:58]2[CH2:59][CH2:60][CH2:61][CH2:62][O:57]2)=[O:19])[C:11](=[O:26])[CH:10]=1)[C:2]1[CH:7]=[CH:6][CH:5]=[CH:4][CH:3]=1. (5) Given the reactants [CH3:1][O:2][C:3]1[C:8]([CH:9]([OH:18])[C:10]#[C:11][C:12]2[CH:17]=[CH:16][CH:15]=[CH:14][CH:13]=2)=[CH:7][CH:6]=C(OC)N=1.[Cl:21][C:22]1C(OC)=C(C=O)C=C[N:23]=1, predict the reaction product. The product is: [Cl:21][C:22]1[C:3]([O:2][CH3:1])=[C:8]([CH:9]([OH:18])[C:10]#[C:11][C:12]2[CH:13]=[CH:14][CH:15]=[CH:16][CH:17]=2)[CH:7]=[CH:6][N:23]=1. (6) Given the reactants [CH2:1]([O:3][C:4](=[O:10])[C:5]([CH3:9])([CH3:8])[CH2:6][NH2:7])[CH3:2].[C:11]1(=O)[CH2:15][CH2:14][CH2:13][CH2:12]1.C([O-])(=O)C.[Na+].C(O[BH-](OC(=O)C)OC(=O)C)(=O)C.[Na+], predict the reaction product. The product is: [CH2:1]([O:3][C:4](=[O:10])[C:5]([CH3:9])([CH3:8])[CH2:6][NH:7][CH:11]1[CH2:15][CH2:14][CH2:13][CH2:12]1)[CH3:2].